This data is from Full USPTO retrosynthesis dataset with 1.9M reactions from patents (1976-2016). The task is: Predict the reactants needed to synthesize the given product. (1) Given the product [Br:1][C:2]1[CH:7]=[CH:6][C:5]([CH:8]([CH3:12])[C:9]([Cl:21])=[O:10])=[CH:4][CH:3]=1, predict the reactants needed to synthesize it. The reactants are: [Br:1][C:2]1[CH:7]=[CH:6][C:5]([CH:8]([CH3:12])[C:9](O)=[O:10])=[CH:4][CH:3]=1.CN(C)C=O.C(Cl)(=O)C([Cl:21])=O. (2) Given the product [Cl:40][C:35]1[CH:34]=[C:33]([C:9]2[CH:21]=[CH:20][C:12]([C:13]([O:15][C:16]([CH3:17])([CH3:18])[CH3:19])=[O:14])=[CH:11][C:10]=2[CH3:22])[CH:38]=[N:37][C:36]=1[Cl:39], predict the reactants needed to synthesize it. The reactants are: COC1N=CC([C:9]2[CH:21]=[CH:20][C:12]([C:13]([O:15][C:16]([CH3:19])([CH3:18])[CH3:17])=[O:14])=[CH:11][C:10]=2[CH3:22])=CC=1B1OC(C)(C)C(C)(C)O1.Br[C:33]1[CH:34]=[C:35]([Cl:40])[C:36]([Cl:39])=[N:37][CH:38]=1.P([O-])([O-])([O-])=O.[K+].[K+].[K+]. (3) Given the product [C:63]([O:62][C@@H:36]([C:37]1[C:38]([C:49]2[C:58]3[C:53]4=[C:54]([CH2:59][CH2:60][O:61][C:52]4=[CH:51][CH:50]=2)[CH:55]=[CH:56][N:57]=3)=[C:39]2[C:44](=[CH:45][C:46]=1[CH3:47])[N:43]=[C:42]([CH3:48])[CH:41]=[CH:40]2)[CH2:35][OH:34])([CH3:66])([CH3:64])[CH3:65], predict the reactants needed to synthesize it. The reactants are: C(O[C@@H](C1C(C2C=CC(Cl)=CC=2)=C2C(=CC=1Cl)N=C(C)C=C2)CO)(C)(C)C.C([O:34][CH2:35][C@@H:36]([O:62][C:63]([CH3:66])([CH3:65])[CH3:64])[C:37]1[C:38]([C:49]2[C:58]3[C:53]4=[C:54]([CH2:59][CH2:60][O:61][C:52]4=[CH:51][CH:50]=2)[CH:55]=[CH:56][N:57]=3)=[C:39]2[C:44](=[CH:45][C:46]=1[CH3:47])[N:43]=[C:42]([CH3:48])[CH:41]=[CH:40]2)(=O)C(C)(C)C. (4) Given the product [CH3:5][O:4][C:2](=[O:3])[NH:33][C:31]1[CH:32]=[C:27]([CH2:26][C:22]2[CH:23]=[CH:24][C:25]3[C:20](=[CH:19][CH:18]=[CH:17][C:16]=3[C:14](=[O:15])[NH:13][C:10]3[CH:11]=[CH:12][C:7]([F:6])=[C:8]([C:34]([F:37])([F:36])[F:35])[CH:9]=3)[CH:21]=2)[N:28]=[CH:29][N:30]=1, predict the reactants needed to synthesize it. The reactants are: Cl[C:2]([O:4][CH3:5])=[O:3].[F:6][C:7]1[CH:12]=[CH:11][C:10]([NH:13][C:14]([C:16]2[C:25]3[C:20](=[CH:21][C:22]([CH2:26][C:27]4[CH:32]=[C:31]([NH2:33])[N:30]=[CH:29][N:28]=4)=[CH:23][CH:24]=3)[CH:19]=[CH:18][CH:17]=2)=[O:15])=[CH:9][C:8]=1[C:34]([F:37])([F:36])[F:35]. (5) Given the product [C:29]1([NH:28][C:26](=[O:27])[O:25][C@@H:21]([CH2:22][O:23][CH3:24])[CH2:20][N:7]([CH2:8][CH2:9][CH2:10][CH2:11][NH2:12])[C:5]([NH:4][CH:2]([CH3:3])[CH3:1])=[O:6])[CH:34]=[CH:33][CH:32]=[CH:31][CH:30]=1, predict the reactants needed to synthesize it. The reactants are: [CH3:1][CH:2]([NH:4][C:5]([N:7]([CH2:20][C@@H:21]([O:25][C:26]([NH:28][C:29]1[CH:34]=[CH:33][CH:32]=[CH:31][CH:30]=1)=[O:27])[CH2:22][O:23][CH3:24])[CH2:8][CH2:9][CH2:10][CH2:11][NH:12]C(=O)OC(C)(C)C)=[O:6])[CH3:3].C(O)(C(F)(F)F)=O. (6) The reactants are: [CH3:1][O:2][C:3]1[CH:40]=[CH:39][C:6]([CH2:7][N:8]([CH2:30][C:31]2[CH:36]=[CH:35][C:34]([O:37][CH3:38])=[CH:33][CH:32]=2)[C:9]2[N:14]=[CH:13][C:12]([C:15]3[C:16]4[CH2:29][CH2:28][NH:27][C:17]=4[N:18]=[C:19]([N:21]4[CH2:26][CH2:25][O:24][CH2:23][CH2:22]4)[N:20]=3)=[CH:11][N:10]=2)=[CH:5][CH:4]=1.[C:41]([O:45][C:46]([N:48]1[CH2:53][CH2:52][N:51]([C:54](=[O:64])[CH2:55][CH2:56][C:57]2[CH:62]=[CH:61][CH:60]=[C:59](Br)[CH:58]=2)[CH2:50][CH2:49]1)=[O:47])([CH3:44])([CH3:43])[CH3:42]. Given the product [C:41]([O:45][C:46]([N:48]1[CH2:49][CH2:50][N:51]([C:54](=[O:64])[CH2:55][CH2:56][C:57]2[CH:62]=[CH:61][CH:60]=[C:59]([N:27]3[C:17]4[N:18]=[C:19]([N:21]5[CH2:26][CH2:25][O:24][CH2:23][CH2:22]5)[N:20]=[C:15]([C:12]5[CH:11]=[N:10][C:9]([N:8]([CH2:7][C:6]6[CH:5]=[CH:4][C:3]([O:2][CH3:1])=[CH:40][CH:39]=6)[CH2:30][C:31]6[CH:32]=[CH:33][C:34]([O:37][CH3:38])=[CH:35][CH:36]=6)=[N:14][CH:13]=5)[C:16]=4[CH2:29][CH2:28]3)[CH:58]=2)[CH2:52][CH2:53]1)=[O:47])([CH3:44])([CH3:42])[CH3:43], predict the reactants needed to synthesize it. (7) Given the product [Cl:7][Si:8]([Cl:10])([Cl:9])[CH2:1][CH:2]([Si:8]([Cl:10])([Cl:9])[Cl:7])[CH2:3][CH2:4][CH2:5][CH3:6].[CH2:1]([Si:8]([Cl:10])([Cl:9])[Cl:7])[CH2:2][CH2:3][CH2:4][CH2:5][CH3:6], predict the reactants needed to synthesize it. The reactants are: [CH2:1]=[CH:2][CH2:3][CH2:4][CH2:5][CH3:6].[Cl:7][SiH:8]([Cl:10])[Cl:9].